The task is: Predict the reactants needed to synthesize the given product.. This data is from Full USPTO retrosynthesis dataset with 1.9M reactions from patents (1976-2016). (1) Given the product [CH2:65]([O:72][C:73]([NH:77][CH2:78][C:105]([NH:1][CH2:2][CH2:3][CH2:4][N:5]1[C:9]2=[N:10][CH:11]=[CH:12][C:13]([CH2:14][CH2:15][C:16]3[CH:17]=[CH:18][C:19]([O:22][C:23](=[O:28])[C:24]([CH3:27])([CH3:26])[CH3:25])=[CH:20][CH:21]=3)=[C:8]2[C:7]([O:29][C@@H:30]2[O:56][C@H:55]([CH2:57][O:58][C:59](=[O:64])[C:60]([CH3:63])([CH3:62])[CH3:61])[C@@H:47]([O:48][C:49](=[O:54])[C:50]([CH3:53])([CH3:52])[CH3:51])[C@H:39]([O:40][C:41](=[O:46])[C:42]([CH3:43])([CH3:44])[CH3:45])[C@H:31]2[O:32][C:33](=[O:38])[C:34]([CH3:37])([CH3:35])[CH3:36])=[N:6]1)=[O:106])=[O:80])[C:66]1[CH:67]=[CH:68][CH:69]=[CH:70][CH:71]=1, predict the reactants needed to synthesize it. The reactants are: [NH2:1][CH2:2][CH2:3][CH2:4][N:5]1[C:9]2=[N:10][CH:11]=[CH:12][C:13]([CH2:14][CH2:15][C:16]3[CH:21]=[CH:20][C:19]([O:22][C:23](=[O:28])[C:24]([CH3:27])([CH3:26])[CH3:25])=[CH:18][CH:17]=3)=[C:8]2[C:7]([O:29][C@@H:30]2[O:56][C@H:55]([CH2:57][O:58][C:59](=[O:64])[C:60]([CH3:63])([CH3:62])[CH3:61])[C@@H:47]([O:48][C:49](=[O:54])[C:50]([CH3:53])([CH3:52])[CH3:51])[C@H:39]([O:40][C:41](=[O:46])[C:42]([CH3:45])([CH3:44])[CH3:43])[C@H:31]2[O:32][C:33](=[O:38])[C:34]([CH3:37])([CH3:36])[CH3:35])=[N:6]1.[CH2:65]([O:72][CH:73]([N:77]=[C:78]=O)C(O)=O)[C:66]1[CH:71]=[CH:70][CH:69]=[CH:68][CH:67]=1.[OH:80]N1C2C=CC=CC=2N=N1.Cl.C(N=C=NCCCN(C)C)C.Cl.CN(C)[CH:105]=[O:106]. (2) Given the product [Cl:1][C:2]1[N:7]=[C:6]([C:22]2[CH:21]=[C:20]([C:16]([CH3:18])([CH3:17])[CH3:19])[CH:25]=[C:24]([C:26]([CH3:29])([CH3:28])[CH3:27])[CH:23]=2)[C:5]([CH:9]=[C:10]2[CH2:15][CH2:14][CH2:13][CH2:12][CH2:11]2)=[CH:4][N:3]=1, predict the reactants needed to synthesize it. The reactants are: [Cl:1][C:2]1[N:7]=[C:6](Cl)[C:5]([CH:9]=[C:10]2[CH2:15][CH2:14][CH2:13][CH2:12][CH2:11]2)=[CH:4][N:3]=1.[C:16]([C:20]1[CH:21]=[C:22](B2OC(C)(C)C(C)(C)O2)[CH:23]=[C:24]([C:26]([CH3:29])([CH3:28])[CH3:27])[CH:25]=1)([CH3:19])([CH3:18])[CH3:17].C([O-])([O-])=O.[K+].[K+]. (3) The reactants are: [ClH:1].C(OC([N:9]1[CH2:14][CH2:13][CH:12]([CH2:15][NH:16][C:17]2[C:22]([C:23]3[CH:24]=[N:25][N:26]([CH:28]4[CH2:39][CH2:38][C:31]5([N:35]([CH3:36])[C:34](=[O:37])[CH2:33][CH2:32]5)[CH2:30][CH2:29]4)[CH:27]=3)=[CH:21][N:20]=[C:19]([C:40]3[CH:45]=[CH:44][CH:43]=[C:42]([C:46]4[CH:47]=[N:48][N:49]([CH3:51])[CH:50]=4)[CH:41]=3)[N:18]=2)[CH2:11][CH2:10]1)=O)(C)(C)C. Given the product [ClH:1].[CH3:36][N:35]1[C:31]2([CH2:30][CH2:29][CH:28]([N:26]3[CH:27]=[C:23]([C:22]4[C:17]([NH:16][CH2:15][CH:12]5[CH2:11][CH2:10][NH:9][CH2:14][CH2:13]5)=[N:18][C:19]([C:40]5[CH:45]=[CH:44][CH:43]=[C:42]([C:46]6[CH:47]=[N:48][N:49]([CH3:51])[CH:50]=6)[CH:41]=5)=[N:20][CH:21]=4)[CH:24]=[N:25]3)[CH2:39][CH2:38]2)[CH2:32][CH2:33][C:34]1=[O:37], predict the reactants needed to synthesize it. (4) Given the product [Cl:32][CH2:31][CH2:30][O:1][C:2]1[CH:3]=[C:4]2[C:9](=[CH:10][CH:11]=1)[N:8]=[CH:7][N:6]([C:12]1[CH:13]=[C:14]([CH:18]=[CH:19][C:20]=1[CH3:21])[C:15]([OH:17])=[O:16])[C:5]2=[O:22], predict the reactants needed to synthesize it. The reactants are: [OH:1][C:2]1[CH:3]=[C:4]2[C:9](=[CH:10][CH:11]=1)[N:8]=[CH:7][N:6]([C:12]1[CH:13]=[C:14]([CH:18]=[CH:19][C:20]=1[CH3:21])[C:15]([OH:17])=[O:16])[C:5]2=[O:22].C([O-])([O-])=O.[K+].[K+].Br[CH2:30][CH2:31][Cl:32].[OH-].[Na+].Cl. (5) Given the product [C:83]([OH:84])([C:21]([F:24])([F:23])[F:22])=[O:86].[CH3:25][O:26][C:27]1[CH:33]=[C:32]([N:34]2[CH2:35][CH2:36][N:37]([CH3:40])[CH2:38][CH2:39]2)[CH:31]=[CH:30][C:28]=1[NH:29][C:2]1[CH:7]=[C:6]([NH:8][C:9]2[CH:14]=[CH:13][CH:12]=[CH:11][C:10]=2[C:15]2[N:20]=[CH:19][CH:18]=[CH:17][N:16]=2)[C:5]([C:21]([F:24])([F:23])[F:22])=[CH:4][N:3]=1, predict the reactants needed to synthesize it. The reactants are: Cl[C:2]1[CH:7]=[C:6]([NH:8][C:9]2[CH:14]=[CH:13][CH:12]=[CH:11][C:10]=2[C:15]2[N:20]=[CH:19][CH:18]=[CH:17][N:16]=2)[C:5]([C:21]([F:24])([F:23])[F:22])=[CH:4][N:3]=1.[CH3:25][O:26][C:27]1[CH:33]=[C:32]([N:34]2[CH2:39][CH2:38][N:37]([CH3:40])[CH2:36][CH2:35]2)[CH:31]=[CH:30][C:28]=1[NH2:29].CC1(C)C2C(=C(P(C3C=CC=CC=3)C3C=CC=CC=3)C=CC=2)OC2C(P(C3C=CC=CC=3)C3C=CC=CC=3)=CC=CC1=2.[C:83](=[O:86])([O-])[O-:84].[Cs+].[Cs+].